Dataset: Full USPTO retrosynthesis dataset with 1.9M reactions from patents (1976-2016). Task: Predict the reactants needed to synthesize the given product. Given the product [F:26][C:23]1[CH:24]=[CH:25][C:20]([C:18]2[O:19][C:9]3[CH:8]=[C:7]([NH:6][S:2]([CH3:1])(=[O:4])=[O:3])[C:15]4[O:14][CH:13]([CH3:16])[CH2:12][C:11]=4[C:10]=3[C:17]=2[C:27]([O:29][CH3:30])=[O:28])=[CH:21][CH:22]=1, predict the reactants needed to synthesize it. The reactants are: [CH3:1][S:2](Cl)(=[O:4])=[O:3].[NH2:6][C:7]1[C:15]2[O:14][CH:13]([CH3:16])[CH2:12][C:11]=2[C:10]2[C:17]([C:27]([O:29][CH3:30])=[O:28])=[C:18]([C:20]3[CH:25]=[CH:24][C:23]([F:26])=[CH:22][CH:21]=3)[O:19][C:9]=2[CH:8]=1.CCN(C(C)C)C(C)C.